Dataset: Full USPTO retrosynthesis dataset with 1.9M reactions from patents (1976-2016). Task: Predict the reactants needed to synthesize the given product. Given the product [CH3:9][O:8][C:6]([C:3]1([C:10]([OH:12])=[O:11])[CH2:5][CH2:4]1)=[O:7], predict the reactants needed to synthesize it. The reactants are: [OH-].[Na+].[C:3]1([C:10]([O-:12])=[O:11])([C:6]([O:8][CH3:9])=[O:7])[CH2:5][CH2:4]1.